This data is from Forward reaction prediction with 1.9M reactions from USPTO patents (1976-2016). The task is: Predict the product of the given reaction. (1) The product is: [OH:8][CH2:7][C:6]1[CH:9]=[CH:10][C:3]([CH2:1][NH2:2])=[CH:4][CH:5]=1. Given the reactants [C:1]([C:3]1[CH:10]=[CH:9][C:6]([CH:7]=[O:8])=[CH:5][CH:4]=1)#[N:2].C(OC1C=C(C=C(OCC2C=CC=CC=2)C=1)CN)C1C=CC=CC=1, predict the reaction product. (2) Given the reactants C(Cl)Cl.C([O-])([O-])=O.[Cs+].[Cs+].[NH2:10][C:11]1[C:12](Br)=[C:13]2[C:18](=[CH:19][CH:20]=1)[N:17]=[CH:16][CH:15]=[CH:14]2.[CH2:22](B(CC)CC)[CH3:23], predict the reaction product. The product is: [NH2:10][C:11]1[C:12]([CH2:22][CH3:23])=[C:13]2[C:18](=[CH:19][CH:20]=1)[N:17]=[CH:16][CH:15]=[CH:14]2. (3) Given the reactants [CH3:1][O:2][C:3](=[O:27])[C:4]1[CH:9]=[C:8]([N+:10]([O-])=O)[CH:7]=[C:6]([N:13]([CH2:24][CH:25]=[CH2:26])[C:14]([O:16][CH2:17][C:18]2[CH:23]=[CH:22][CH:21]=[CH:20][CH:19]=2)=[O:15])[CH:5]=1.Cl[Sn]Cl.[C:31](Cl)(=[O:33])[CH3:32], predict the reaction product. The product is: [CH3:1][O:2][C:3](=[O:27])[C:4]1[CH:5]=[C:6]([N:13]([CH2:24][CH:25]=[CH2:26])[C:14]([O:16][CH2:17][C:18]2[CH:23]=[CH:22][CH:21]=[CH:20][CH:19]=2)=[O:15])[CH:7]=[C:8]([NH:10][C:31](=[O:33])[CH3:32])[CH:9]=1. (4) Given the reactants [CH2:1]([O:8][C:9]([N:11]1[CH2:16][CH2:15][CH:14]([NH:17][C:18]2[C:27]3[C:22](=[CH:23][CH:24]=[C:25]([C:28]4[CH:29]=[N:30][C:31]5[C:36]([CH:37]=4)=[CH:35][CH:34]=[CH:33][CH:32]=5)[N:26]=3)[N:21]=[CH:20][C:19]=2[C:38]([O:40]C)=[O:39])[CH2:13][CH2:12]1)=[O:10])[C:2]1[CH:7]=[CH:6][CH:5]=[CH:4][CH:3]=1.[OH-].[Li+].C(O)C, predict the reaction product. The product is: [CH2:1]([O:8][C:9]([N:11]1[CH2:16][CH2:15][CH:14]([NH:17][C:18]2[C:27]3[C:22](=[CH:23][CH:24]=[C:25]([C:28]4[CH:29]=[N:30][C:31]5[C:36]([CH:37]=4)=[CH:35][CH:34]=[CH:33][CH:32]=5)[N:26]=3)[N:21]=[CH:20][C:19]=2[C:38]([OH:40])=[O:39])[CH2:13][CH2:12]1)=[O:10])[C:2]1[CH:7]=[CH:6][CH:5]=[CH:4][CH:3]=1. (5) Given the reactants [Cl:1][C:2]1[C:11]2[C:6](=[CH:7][C:8]([C:13](Cl)=[O:14])=[C:9]([Cl:12])[CH:10]=2)[N:5]=[CH:4][N:3]=1.[NH:16]1[CH2:20][CH2:19][CH:18]=[CH:17]1.[OH-].[Na+], predict the reaction product. The product is: [Cl:1][C:2]1[C:11]2[C:6](=[CH:7][C:8]([C:13]([N:16]3[CH2:20][CH:19]=[CH:18][CH2:17]3)=[O:14])=[C:9]([Cl:12])[CH:10]=2)[N:5]=[CH:4][N:3]=1. (6) Given the reactants Cl.[CH3:2][NH:3][O:4][CH3:5].C(=O)([O-])[O-].[K+].[K+].C(=O)=O.[Br:15][C:16]1[CH:17]=[C:18]2[C:23](=[CH:24][CH:25]=1)[CH:22]=[C:21]([C:26](Cl)=[O:27])[CH:20]=[CH:19]2, predict the reaction product. The product is: [Br:15][C:16]1[CH:17]=[C:18]2[C:23](=[CH:24][CH:25]=1)[CH:22]=[C:21]([C:26]([N:3]([O:4][CH3:5])[CH3:2])=[O:27])[CH:20]=[CH:19]2.